From a dataset of Forward reaction prediction with 1.9M reactions from USPTO patents (1976-2016). Predict the product of the given reaction. (1) Given the reactants [OH-:1].[Na+].[F:3][C:4]1[CH:11]=[CH:10][C:7]([CH:8]=O)=[CH:6][CH:5]=1.Cl.[NH2:13]O, predict the reaction product. The product is: [F:3][C:4]1[CH:11]=[CH:10][C:7]([CH:8]=[N:13][OH:1])=[CH:6][CH:5]=1. (2) Given the reactants [OH:1][C:2]([CH3:24])([CH3:23])[C:3]#[C:4][C:5]1[CH:6]=[CH:7][C:8]2[O:9][CH2:10][CH2:11][C:12]3[N:13]([CH:16]=[C:17]([C:19](OC)=[O:20])[N:18]=3)[C:14]=2[N:15]=1.ClC1C=CC2OCCC3[N:34](C=C(C(OC)=O)N=3)C=2N=1.CC(C#C)CO.N.O, predict the reaction product. The product is: [OH:1][C:2]([CH3:23])([CH3:24])[C:3]#[C:4][C:5]1[CH:6]=[CH:7][C:8]2[O:9][CH2:10][CH2:11][C:12]3[N:13]([CH:16]=[C:17]([C:19]([NH2:34])=[O:20])[N:18]=3)[C:14]=2[N:15]=1. (3) Given the reactants [Cl:1][C:2]1[CH:3]=[C:4]2[C:9](=[C:10]([Cl:12])[CH:11]=1)[CH2:8][N:7]([CH3:13])[CH2:6][CH:5]2[C:14]1[CH:15]=[C:16]([S:20]([NH:23]CCP(=O)(O)O)(=[O:22])=[O:21])[CH:17]=[CH:18][CH:19]=1.N[CH2:31][P:32](=[O:39])([O:36]CC)[O:33]CC, predict the reaction product. The product is: [Cl:1][C:2]1[CH:3]=[C:4]2[C:9](=[C:10]([Cl:12])[CH:11]=1)[CH2:8][N:7]([CH3:13])[CH2:6][CH:5]2[C:14]1[CH:15]=[C:16]([S:20]([NH:23][CH2:31][P:32](=[O:33])([OH:39])[OH:36])(=[O:21])=[O:22])[CH:17]=[CH:18][CH:19]=1. (4) Given the reactants [C:1]([N:4]1[CH2:9][CH2:8][NH:7][CH2:6][CH2:5]1)(=[O:3])[CH3:2].CS(O[CH:15]([C:22]1[CH:27]=[CH:26][C:25]([C:28]2[CH:33]=[CH:32][C:31]([F:34])=[CH:30][C:29]=2[O:35][CH3:36])=[CH:24][CH:23]=1)[C:16]1[CH:21]=[CH:20][N:19]=[CH:18][CH:17]=1)(=O)=O, predict the reaction product. The product is: [F:34][C:31]1[CH:32]=[CH:33][C:28]([C:25]2[CH:24]=[CH:23][C:22]([CH:15]([C:16]3[CH:17]=[CH:18][N:19]=[CH:20][CH:21]=3)[N:7]3[CH2:8][CH2:9][N:4]([C:1](=[O:3])[CH3:2])[CH2:5][CH2:6]3)=[CH:27][CH:26]=2)=[C:29]([O:35][CH3:36])[CH:30]=1. (5) Given the reactants C([O:5][NH:6][C:7]([C@:9]1([CH3:38])[C@H:14]([NH:15][S:16]([C:19]2[CH:24]=[CH:23][C:22]([O:25][CH2:26][C:27]3[C:36]4[C:31](=[CH:32][CH:33]=[CH:34][CH:35]=4)[N:30]=[C:29]([CH3:37])[CH:28]=3)=[CH:21][CH:20]=2)(=[O:18])=[O:17])[CH2:13][CH2:12][O:11][CH2:10]1)=[O:8])(C)(C)C, predict the reaction product. The product is: [OH:5][NH:6][C:7]([C@:9]1([CH3:38])[C@H:14]([NH:15][S:16]([C:19]2[CH:24]=[CH:23][C:22]([O:25][CH2:26][C:27]3[C:36]4[C:31](=[CH:32][CH:33]=[CH:34][CH:35]=4)[N:30]=[C:29]([CH3:37])[CH:28]=3)=[CH:21][CH:20]=2)(=[O:18])=[O:17])[CH2:13][CH2:12][O:11][CH2:10]1)=[O:8]. (6) Given the reactants [C:1]1([C:7]2[N:11]([CH2:12][C:13]3[CH:18]=[CH:17][C:16]([C:19]([F:22])([F:21])[F:20])=[CH:15][CH:14]=3)[C:10]([C:23]3[CH:24]=[C:25]4[C:30](=[CH:31][CH:32]=3)[CH:29]=[C:28]([O:33][CH2:34][C:35]#[N:36])[CH:27]=[CH:26]4)=[CH:9][CH:8]=2)[CH:6]=[CH:5][CH:4]=[CH:3][CH:2]=1.[Cl-].[NH4+].[N-:39]=[N+:40]=[N-:41].[Na+].Cl, predict the reaction product. The product is: [C:1]1([C:7]2[N:11]([CH2:12][C:13]3[CH:18]=[CH:17][C:16]([C:19]([F:21])([F:20])[F:22])=[CH:15][CH:14]=3)[C:10]([C:23]3[CH:24]=[C:25]4[C:30](=[CH:31][CH:32]=3)[CH:29]=[C:28]([O:33][CH2:34][C:35]3[NH:41][N:40]=[N:39][N:36]=3)[CH:27]=[CH:26]4)=[CH:9][CH:8]=2)[CH:2]=[CH:3][CH:4]=[CH:5][CH:6]=1. (7) Given the reactants Cl.Cl.[Cl:3][C:4]1[N:9]=[C:8]([NH:10][CH:11]2[CH2:16][CH2:15][NH:14][CH2:13][CH2:12]2)[CH:7]=[CH:6][N:5]=1.C(O)(=O)C.C(N(C(C)C)C(C)C)C.[CH2:30]([O:32][C:33]1[CH:34]=[C:35]([CH:38]=[CH:39][C:40]=1[CH3:41])[CH:36]=O)[CH3:31].C([BH3-])#N.[Na+], predict the reaction product. The product is: [Cl:3][C:4]1[N:9]=[C:8]([NH:10][CH:11]2[CH2:16][CH2:15][N:14]([CH2:36][C:35]3[CH:38]=[CH:39][C:40]([CH3:41])=[C:33]([O:32][CH2:30][CH3:31])[CH:34]=3)[CH2:13][CH2:12]2)[CH:7]=[CH:6][N:5]=1.